From a dataset of Full USPTO retrosynthesis dataset with 1.9M reactions from patents (1976-2016). Predict the reactants needed to synthesize the given product. Given the product [CH2:1]([N:4]([CH2:5][CH:6]=[CH2:7])[CH2:8][CH2:9][CH2:10][CH3:11])[CH:2]=[CH2:3], predict the reactants needed to synthesize it. The reactants are: [CH2:1]([NH:4][CH2:5][CH:6]=[CH2:7])[CH:2]=[CH2:3].[CH2:8](Br)[CH2:9][CH2:10][CH3:11].[OH-].[K+].